From a dataset of Full USPTO retrosynthesis dataset with 1.9M reactions from patents (1976-2016). Predict the reactants needed to synthesize the given product. (1) Given the product [Br:1][C:2]1[CH:3]=[CH:4][C:5]([O:10][CH:11]([F:12])[F:13])=[C:6]([CH:7]2[O:16][CH2:15][CH2:14][O:8]2)[CH:9]=1, predict the reactants needed to synthesize it. The reactants are: [Br:1][C:2]1[CH:3]=[CH:4][C:5]([O:10][CH:11]([F:13])[F:12])=[C:6]([CH:9]=1)[CH:7]=[O:8].[CH2:14](O)[CH2:15][OH:16].CC1C=CC(S(O)(=O)=O)=CC=1.O. (2) Given the product [Cl:16][C:5]1[C:4]([N+:10]([O-:12])=[O:11])=[C:19]([Cl:21])[C:2]([CH3:1])=[C:7]([CH3:8])[N:6]=1, predict the reactants needed to synthesize it. The reactants are: [CH3:1][C:2]1C(O)=[C:4]([N+:10]([O-:12])=[O:11])[C:5](O)=[N:6][C:7]=1[CH3:8].P(Cl)(Cl)([Cl:16])=O.[CH2:19]([Cl:21])Cl.